From a dataset of Forward reaction prediction with 1.9M reactions from USPTO patents (1976-2016). Predict the product of the given reaction. (1) Given the reactants [NH2:1][C:2]1[CH:3]=[C:4]2[C:8](=[CH:9][CH:10]=1)[NH:7][C:6]([C:11]([O:13][CH2:14][CH3:15])=[O:12])=[CH:5]2.C(N(CC)CC)C.[C:23](O[C:23]([O:25][C:26]([CH3:29])([CH3:28])[CH3:27])=[O:24])([O:25][C:26]([CH3:29])([CH3:28])[CH3:27])=[O:24].[Cl-].[NH4+], predict the reaction product. The product is: [C:26]([O:25][C:23]([NH:1][C:2]1[CH:3]=[C:4]2[C:8](=[CH:9][CH:10]=1)[NH:7][C:6]([C:11]([O:13][CH2:14][CH3:15])=[O:12])=[CH:5]2)=[O:24])([CH3:29])([CH3:28])[CH3:27]. (2) The product is: [CH3:20][O:19][C:8]1[CH:7]=[C:6]([O:5][CH:3]2[CH2:4][N:1]([C:32]([C:30]3[O:31][C:27]([C:21]4[CH:22]=[CH:23][CH:24]=[CH:25][CH:26]=4)=[N:28][N:29]=3)=[O:33])[CH2:2]2)[CH:18]=[CH:17][C:9]=1[CH2:10][N:11]1[CH2:12][CH2:13][O:14][CH2:15][CH2:16]1. Given the reactants [NH:1]1[CH2:4][CH:3]([O:5][C:6]2[CH:18]=[CH:17][C:9]([CH2:10][N:11]3[CH2:16][CH2:15][O:14][CH2:13][CH2:12]3)=[C:8]([O:19][CH3:20])[CH:7]=2)[CH2:2]1.[C:21]1([C:27]2[O:31][C:30]([C:32](OCC)=[O:33])=[N:29][N:28]=2)[CH:26]=[CH:25][CH:24]=[CH:23][CH:22]=1, predict the reaction product. (3) Given the reactants N.[CH2:2]([S:4][C:5]1[CH:6]=[N:7][CH:8]=[CH:9][C:10]=1[C:11]#[N:12])[CH3:3], predict the reaction product. The product is: [CH2:2]([S:4][C:5]1[CH:6]=[N:7][CH:8]=[CH:9][C:10]=1[CH2:11][NH2:12])[CH3:3]. (4) Given the reactants Br[C:2]1[CH:3]=[N:4][CH:5]=[CH:6][C:7]=1[C:8]1[N:16]([CH3:17])[C:15]2[CH2:14][CH2:13][NH:12][C:11](=[O:18])[C:10]=2[CH:9]=1.[C:19]([C:21]1[CH:22]=[C:23]([NH2:27])[CH:24]=[CH:25][CH:26]=1)#[CH:20], predict the reaction product. The product is: [NH2:27][C:23]1[CH:22]=[C:21]([C:19]#[C:20][C:2]2[CH:3]=[N:4][CH:5]=[CH:6][C:7]=2[C:8]2[N:16]([CH3:17])[C:15]3[CH2:14][CH2:13][NH:12][C:11](=[O:18])[C:10]=3[CH:9]=2)[CH:26]=[CH:25][CH:24]=1. (5) Given the reactants [Br:1][C:2]1[CH:3]=[CH:4][CH:5]=[C:6]2[C:10]=1[CH:9]([OH:11])[CH:8]=[CH:7]2.C1(P(C2C=CC=CC=2)C2C=CC=CC=2)C=CC=CC=1.[Cl:31][C:32]1[CH:37]=[CH:36][C:35](O)=[CH:34][CH:33]=1.N(C(OCC)=O)=NC(OCC)=O, predict the reaction product. The product is: [Br:1][C:2]1[CH:3]=[CH:4][CH:5]=[C:6]2[C:10]=1[CH:9]([O:11][C:35]1[CH:36]=[CH:37][C:32]([Cl:31])=[CH:33][CH:34]=1)[CH2:8][CH2:7]2.